Dataset: Forward reaction prediction with 1.9M reactions from USPTO patents (1976-2016). Task: Predict the product of the given reaction. Given the reactants [CH2:1]([O:8][C:9]1[CH:10]=[C:11]([CH:16]=[C:17]([O:19][CH:20]([CH3:22])[CH3:21])[CH:18]=1)[C:12]([O:14]C)=[O:13])[C:2]1[CH:7]=[CH:6][CH:5]=[CH:4][CH:3]=1.C1COCC1.[OH-].[Na+], predict the reaction product. The product is: [CH2:1]([O:8][C:9]1[CH:10]=[C:11]([CH:16]=[C:17]([O:19][CH:20]([CH3:22])[CH3:21])[CH:18]=1)[C:12]([OH:14])=[O:13])[C:2]1[CH:3]=[CH:4][CH:5]=[CH:6][CH:7]=1.